From a dataset of Reaction yield outcomes from USPTO patents with 853,638 reactions. Predict the reaction yield, written as a fraction of the theoretical maximum amount of product (1.0 means a 100% yield; for example, 0.34 means a 34% yield). (1) The reactants are [C:1]([O:5][C:6](=[O:28])[NH:7][C@@H:8]([C:11]1[CH:16]=[CH:15][C:14]([Cl:17])=[C:13]([C:18]([C:20]2[CH:21]=[N:22][C:23](Cl)=[CH:24][CH:25]=2)=[O:19])[C:12]=1[F:27])[CH2:9][CH3:10])([CH3:4])([CH3:3])[CH3:2].[NH3:29]. The catalyst is CO. The product is [C:1]([O:5][C:6](=[O:28])[NH:7][C@@H:8]([C:11]1[CH:16]=[CH:15][C:14]([Cl:17])=[C:13]([C:18]([C:20]2[CH:21]=[N:22][C:23]([NH2:29])=[CH:24][CH:25]=2)=[O:19])[C:12]=1[F:27])[CH2:9][CH3:10])([CH3:4])([CH3:3])[CH3:2]. The yield is 0.510. (2) The reactants are [CH2:1]([O:8][C:9](=[O:21])[C:10]1[CH:15]=[C:14]([Br:16])[CH:13]=[C:12]([N+:17]([O-])=O)[C:11]=1[CH3:20])[C:2]1[CH:7]=[CH:6][CH:5]=[CH:4][CH:3]=1.O.[NH4+].[Cl-]. The catalyst is CCOC(C)=O.[Fe]. The product is [CH2:1]([O:8][C:9](=[O:21])[C:10]1[CH:15]=[C:14]([Br:16])[CH:13]=[C:12]([NH2:17])[C:11]=1[CH3:20])[C:2]1[CH:3]=[CH:4][CH:5]=[CH:6][CH:7]=1. The yield is 0.921. (3) The reactants are [CH3:1][O:2][C:3]1[CH:4]=[C:5]([CH:20]=[CH:21][C:22]=1[O:23][CH3:24])[C:6]([N:8]1[C:17]2[C:12](=[CH:13][CH:14]=[CH:15][CH:16]=2)[C@H:11](O)[CH2:10][C@@H:9]1[CH3:19])=[O:7].[Cl:25][C:26]1[CH:27]=[C:28]2[C:33](=[CH:34][CH:35]=1)[NH:32][CH2:31][CH2:30][CH2:29]2. No catalyst specified. The product is [Cl:25][C:26]1[CH:27]=[C:28]2[C:33](=[CH:34][CH:35]=1)[N:32]([CH:11]1[C:12]3[C:17](=[CH:16][CH:15]=[CH:14][CH:13]=3)[N:8]([C:6](=[O:7])[C:5]3[CH:20]=[CH:21][C:22]([O:23][CH3:24])=[C:3]([O:2][CH3:1])[CH:4]=3)[CH:9]([CH3:19])[CH2:10]1)[CH2:31][CH2:30][CH2:29]2. The yield is 0.370. (4) The reactants are Cl.Cl.[CH:3]1([N:6]2[CH2:11][CH2:10][NH:9][CH2:8][CH2:7]2)[CH2:5][CH2:4]1.CO. The catalyst is O. The product is [CH:3]1([N:6]2[CH2:11][CH2:10][NH:9][CH2:8][CH2:7]2)[CH2:5][CH2:4]1. The yield is 0.840. (5) The yield is 0.830. The catalyst is ClCCl. The reactants are [NH2:1][C:2]1[CH:9]=[C:8]([CH3:10])[C:5]([C:6]#[N:7])=[C:4]([CH3:11])[N:3]=1.[C:12](N1C=CC=CC1=O)(N1C=CC=CC1=O)=[S:13]. The product is [N:1]([C:2]1[CH:9]=[C:8]([CH3:10])[C:5]([C:6]#[N:7])=[C:4]([CH3:11])[N:3]=1)=[C:12]=[S:13]. (6) The product is [CH3:23][O:20][C:10]1[CH:11]=[C:6]([C:3]2[C:4]([NH2:5])=[N:21][NH:22][C:2]=2[C:14]2[CH:19]=[CH:18][N:17]=[CH:16][CH:15]=2)[CH:7]=[CH:8][CH:9]=1. The yield is 0.940. The reactants are Cl[C:2]([C:14]1[CH:19]=[CH:18][N:17]=[CH:16][CH:15]=1)=[C:3]([C:6]1[CH:11]=[CH:10][CH:9]=[C:8](OC)[CH:7]=1)[C:4]#[N:5].[OH2:20].[NH2:21][NH2:22].[CH2:23](O)C. No catalyst specified.